From a dataset of Forward reaction prediction with 1.9M reactions from USPTO patents (1976-2016). Predict the product of the given reaction. (1) Given the reactants [CH3:1][O:2][C:3]([C:5]1[CH:6]=[N:7][N:8]2[CH:13]=[C:12]([C:14]3[C:19]([F:20])=[CH:18][CH:17]=[CH:16][C:15]=3[F:21])[C:11](Cl)=[N:10][C:9]=12)=[O:4].[C:23]([O-:26])([O-])=O.[Na+].[Na+], predict the reaction product. The product is: [CH3:1][O:2][C:3]([C:5]1[CH:6]=[N:7][N:8]2[CH:13]=[C:12]([C:14]3[C:19]([F:20])=[CH:18][CH:17]=[CH:16][C:15]=3[F:21])[C:11]([C:14]3[CH:19]=[CH:18][C:17]([CH:23]=[O:26])=[CH:16][CH:15]=3)=[N:10][C:9]=12)=[O:4]. (2) Given the reactants [C:1]([S:5][CH2:6][CH:7]([CH2:11][C:12]1[CH:17]=[CH:16][CH:15]=[C:14]([Br:18])[CH:13]=1)[C:8]([OH:10])=O)([CH3:4])([CH3:3])[CH3:2].Cl.[CH2:20]([O:27][C:28](=[O:31])[CH2:29][NH2:30])[C:21]1[CH:26]=[CH:25][CH:24]=[CH:23][CH:22]=1.C(N(CC)CC)C.C1C=CC2N(O)N=NC=2C=1.C1(N=C=NC2CCCCC2)CCCCC1, predict the reaction product. The product is: [CH2:20]([O:27][C:28](=[O:31])[CH2:29][NH:30][C:8](=[O:10])[CH:7]([CH2:6][S:5][C:1]([CH3:2])([CH3:3])[CH3:4])[CH2:11][C:12]1[CH:17]=[CH:16][CH:15]=[C:14]([Br:18])[CH:13]=1)[C:21]1[CH:26]=[CH:25][CH:24]=[CH:23][CH:22]=1. (3) Given the reactants Cl[C:2]1[N:7]=[C:6]([N:8]([CH3:15])[C:9]2[CH:14]=[CH:13][CH:12]=[CH:11][CH:10]=2)[N:5]=[C:4]([NH2:16])[N:3]=1.[C-:17]#[N:18].[K+], predict the reaction product. The product is: [NH2:16][C:4]1[N:5]=[C:6]([N:8]([CH3:15])[C:9]2[CH:14]=[CH:13][CH:12]=[CH:11][CH:10]=2)[N:7]=[C:2]([C:17]#[N:18])[N:3]=1. (4) Given the reactants Cl.[NH2:2][C@@H:3]1[CH2:7][CH2:6][CH2:5][C@H:4]1[OH:8].C(=O)([O-])[O-].[Na+].[Na+].[C:15](O[C:15]([O:17][C:18]([CH3:21])([CH3:20])[CH3:19])=[O:16])([O:17][C:18]([CH3:21])([CH3:20])[CH3:19])=[O:16], predict the reaction product. The product is: [OH:8][C@@H:4]1[CH2:5][CH2:6][CH2:7][C@H:3]1[NH:2][C:15](=[O:16])[O:17][C:18]([CH3:21])([CH3:20])[CH3:19]. (5) Given the reactants [NH:1]1[C:5]2[CH:6]=[CH:7][C:8]([C:10]([OH:12])=O)=[CH:9][C:4]=2[N:3]=N1.[H-].[Al+3].[Li+].[H-].[H-].[H-].[O-]S([O-])(=O)=O.[Na+].[Na+].O1CCC[CH2:27]1, predict the reaction product. The product is: [NH:1]1[C:5]2[CH:6]=[CH:7][C:8]([CH2:10][OH:12])=[CH:9][C:4]=2[N:3]=[CH:27]1. (6) Given the reactants C(C1C=C(C=O)C(O)=C(C2C=CC(OC(F)(F)F)=CC=2)C=1)(C)(C)C.Br[C:26]1[C:27]([OH:38])=[C:28]([CH:31]=[C:32]([C:34]([CH3:37])([CH3:36])[CH3:35])[CH:33]=1)[CH:29]=[O:30].[Cl:39][C:40]1[CH:45]=[C:44]([C:46]([F:49])([F:48])[F:47])[CH:43]=[CH:42][C:41]=1B(O)O, predict the reaction product. The product is: [C:34]([C:32]1[CH:31]=[C:28]([CH:29]=[O:30])[C:27]([OH:38])=[C:26]([C:41]2[CH:42]=[CH:43][C:44]([C:46]([F:49])([F:48])[F:47])=[CH:45][C:40]=2[Cl:39])[CH:33]=1)([CH3:37])([CH3:36])[CH3:35]. (7) Given the reactants [CH3:1][C:2]1[N:6]=[C:5]([C:7]2[CH:12]=[CH:11][C:10]([NH:13][C:14]([NH2:16])=[S:15])=[CH:9][CH:8]=2)[S:4][N:3]=1.Br[CH:18]1[CH2:23][CH2:22][CH2:21][CH:20]([C:24]2[CH:29]=[CH:28][CH:27]=[CH:26][CH:25]=2)[C:19]1=O, predict the reaction product. The product is: [CH3:1][C:2]1[N:6]=[C:5]([C:7]2[CH:8]=[CH:9][C:10]([NH:13][C:14]3[S:15][C:26]4[CH2:27][CH2:28][CH2:29][CH:24]([C:20]5[CH:21]=[CH:22][CH:23]=[CH:18][CH:19]=5)[C:25]=4[N:16]=3)=[CH:11][CH:12]=2)[S:4][N:3]=1. (8) Given the reactants [CH:1]1[C:10]2[C:5](=[CH:6][CH:7]=[CH:8][CH:9]=2)[CH:4]=[CH:3][C:2]=1[CH2:11][C:12]([O:14][CH2:15][CH3:16])=[O:13].[CH3:17][Si]([N-][Si](C)(C)C)(C)C.[Li+].CI, predict the reaction product. The product is: [CH:1]1[C:10]2[C:5](=[CH:6][CH:7]=[CH:8][CH:9]=2)[CH:4]=[CH:3][C:2]=1[CH:11]([CH3:17])[C:12]([O:14][CH2:15][CH3:16])=[O:13].